From a dataset of Reaction yield outcomes from USPTO patents with 853,638 reactions. Predict the reaction yield, written as a fraction of the theoretical maximum amount of product (1.0 means a 100% yield; for example, 0.34 means a 34% yield). (1) The reactants are [C:1]([O:5][C:6]([N:8]1[CH2:12][C@H:11]([F:13])[CH2:10][C@H:9]1[C:14]([OH:16])=O)=[O:7])([CH3:4])([CH3:3])[CH3:2].Cl.[NH2:18][CH2:19][C:20]1[CH:25]=[C:24]([C:26]2[CH:27]=[N:28][C:29]([C:32]([F:35])([F:34])[F:33])=[CH:30][CH:31]=2)[N:23]=[CH:22][C:21]=1[C:36]([O:38][CH3:39])=[O:37].CN(C(ON1N=NC2C=CC=NC1=2)=[N+](C)C)C.F[P-](F)(F)(F)(F)F.CCN(C(C)C)C(C)C. The catalyst is O1CCCC1. The product is [C:1]([O:5][C:6]([N:8]1[CH2:12][C@@H:11]([F:13])[CH2:10][C@@H:9]1[C:14]([NH:18][CH2:19][C:20]1[CH:25]=[C:24]([C:26]2[CH:27]=[N:28][C:29]([C:32]([F:33])([F:34])[F:35])=[CH:30][CH:31]=2)[N:23]=[CH:22][C:21]=1[C:36]([O:38][CH3:39])=[O:37])=[O:16])=[O:7])([CH3:2])([CH3:3])[CH3:4]. The yield is 0.630. (2) The reactants are [CH3:1][O:2][C:3]1[CH:12]=[CH:11][CH:10]=[C:9]2[C:4]=1[CH:5]=[C:6](C(O)=O)[CH2:7][O:8]2.C(N(CC)CC)C.C1(P(N=[N+]=[N-])(C2C=CC=CC=2)=[O:30])C=CC=CC=1. The catalyst is C(Cl)Cl.C1(C)C=CC=CC=1. The product is [CH3:1][O:2][C:3]1[CH:12]=[CH:11][CH:10]=[C:9]2[C:4]=1[CH2:5][C:6](=[O:30])[CH2:7][O:8]2. The yield is 0.590. (3) The reactants are C(Cl)(=O)C(Cl)=O.[Br:7][C:8]1[O:12][C:11]([C:13]([OH:15])=O)=[CH:10][CH:9]=1.Cl.[F:17][C:18]1[CH:23]=[C:22]([S:24]([CH3:27])(=[O:26])=[O:25])[CH:21]=[CH:20][C:19]=1[N:28]1[C:32]2=[N:33][CH:34]=[N:35][C:36]([S:37][CH:38]3[CH2:43][CH2:42][NH:41][CH2:40][CH2:39]3)=[C:31]2[CH:30]=[N:29]1.C(N(CC)CC)C. The catalyst is ClCCl.CN(C=O)C. The product is [Br:7][C:8]1[O:12][C:11]([C:13]([N:41]2[CH2:42][CH2:43][CH:38]([S:37][C:36]3[N:35]=[CH:34][N:33]=[C:32]4[N:28]([C:19]5[CH:20]=[CH:21][C:22]([S:24]([CH3:27])(=[O:25])=[O:26])=[CH:23][C:18]=5[F:17])[N:29]=[CH:30][C:31]=34)[CH2:39][CH2:40]2)=[O:15])=[CH:10][CH:9]=1. The yield is 0.410. (4) The reactants are [CH:1]([C@@H:3]1[CH2:8][CH2:7][C@H:6]([CH3:9])[CH2:5][N:4]1[C:10]([O:12][C:13]([CH3:16])([CH3:15])[CH3:14])=[O:11])=O.[Cl:17][C:18]1[CH:19]=[CH:20][C:21]([NH2:24])=[N:22][CH:23]=1.C(O[BH-](OC(=O)C)OC(=O)C)(=O)C.[Na+].C([O-])([O-])=O.[Na+].[Na+]. The catalyst is ClCCCl. The product is [Cl:17][C:18]1[CH:19]=[CH:20][C:21]([NH:24][CH2:1][C@@H:3]2[CH2:8][CH2:7][C@H:6]([CH3:9])[CH2:5][N:4]2[C:10]([O:12][C:13]([CH3:16])([CH3:15])[CH3:14])=[O:11])=[N:22][CH:23]=1. The yield is 0.410.